Dataset: Reaction yield outcomes from USPTO patents with 853,638 reactions. Task: Predict the reaction yield, written as a fraction of the theoretical maximum amount of product (1.0 means a 100% yield; for example, 0.34 means a 34% yield). (1) The reactants are [O:1]=[C:2]1[N:11]([CH2:12][C:13]2[CH:26]=[CH:25][C:16]([C:17]([NH:19][CH2:20][CH2:21][CH2:22][O:23][CH3:24])=[O:18])=[CH:15][CH:14]=2)[C:10](=[O:27])[C:9]2[C:4](=[CH:5][CH:6]=[CH:7][CH:8]=2)[NH:3]1.[Br:28][C:29]1[CH:36]=[CH:35][C:32]([CH2:33]Br)=[CH:31][CH:30]=1.C(=O)([O-])[O-].[K+].[K+]. The catalyst is CN(C=O)C.C(Cl)Cl. The product is [Br:28][C:29]1[CH:36]=[CH:35][C:32]([CH2:33][N:3]2[C:4]3[C:9](=[CH:8][CH:7]=[CH:6][CH:5]=3)[C:10](=[O:27])[N:11]([CH2:12][C:13]3[CH:26]=[CH:25][C:16]([C:17]([NH:19][CH2:20][CH2:21][CH2:22][O:23][CH3:24])=[O:18])=[CH:15][CH:14]=3)[C:2]2=[O:1])=[CH:31][CH:30]=1. The yield is 0.490. (2) The yield is 0.890. The reactants are Cl[C:2]1[N:11]=[C:10]2[C:5]([CH2:6][CH2:7][CH2:8][N:9]2[C:12]([O:14][C:15]([CH3:18])([CH3:17])[CH3:16])=[O:13])=[CH:4][CH:3]=1.[F:19][C:20]([F:31])([F:30])[C:21]1[CH:22]=[C:23](B(O)O)[CH:24]=[CH:25][CH:26]=1.C([O-])([O-])=O.[Cs+].[Cs+]. The product is [F:19][C:20]([F:31])([F:30])[C:21]1[CH:26]=[C:25]([C:2]2[N:11]=[C:10]3[C:5]([CH2:6][CH2:7][CH2:8][N:9]3[C:12]([O:14][C:15]([CH3:18])([CH3:17])[CH3:16])=[O:13])=[CH:4][CH:3]=2)[CH:24]=[CH:23][CH:22]=1. The catalyst is C1C=CC(P(C2C=CC=CC=2)[C-]2C=CC=C2)=CC=1.C1C=CC(P(C2C=CC=CC=2)[C-]2C=CC=C2)=CC=1.Cl[Pd]Cl.[Fe+2].O1CCOCC1.O. (3) No catalyst specified. The product is [ClH:1].[ClH:26].[Cl:26][C:27]1[CH:32]=[C:31]([C:2]2[N:3]=[C:4]3[C:9](=[CH:10][CH:11]=2)[N:8]=[CH:7][C:6]([C:12](=[O:14])[CH3:13])=[C:5]3[NH:15][C@H:16]2[CH2:17][CH2:18][C@H:19]([CH2:22][N:23]([CH3:24])[CH3:25])[CH2:20][CH2:21]2)[CH:30]=[C:29]([O:42][CH3:43])[C:28]=1[OH:44]. The reactants are [Cl:1][C:2]1[N:3]=[C:4]2[C:9](=[CH:10][CH:11]=1)[N:8]=[CH:7][C:6]([C:12](=[O:14])[CH3:13])=[C:5]2[NH:15][C@H:16]1[CH2:21][CH2:20][C@H:19]([CH2:22][N:23]([CH3:25])[CH3:24])[CH2:18][CH2:17]1.[Cl:26][C:27]1[CH:32]=[C:31](B2OC(C)(C)C(C)(C)O2)[CH:30]=[C:29]([O:42][CH3:43])[C:28]=1[OH:44].C1(N)C(F)=C(F)C(F)=C(N)C=1F.Cl.Cl. The yield is 0.590. (4) The reactants are [C:1]([O-:4])(=[O:3])[CH3:2].[Na+].Br[CH2:7][C:8]1[C:32]([CH3:33])=[CH:31][C:11]2[N:12]=[C:13]3[C:18]([N:19]([CH2:20][CH2:21][CH2:22][C:23]4[CH:28]=[CH:27][CH:26]=[CH:25][CH:24]=4)[C:10]=2[CH:9]=1)=[N:17][C:16](=[O:29])[NH:15][C:14]3=[O:30]. The catalyst is CN(C=O)C. The product is [C:1]([O:4][CH2:7][C:8]1[C:32]([CH3:33])=[CH:31][C:11]2[N:12]=[C:13]3[C:18]([N:19]([CH2:20][CH2:21][CH2:22][C:23]4[CH:28]=[CH:27][CH:26]=[CH:25][CH:24]=4)[C:10]=2[CH:9]=1)=[N:17][C:16](=[O:29])[NH:15][C:14]3=[O:30])(=[O:3])[CH3:2]. The yield is 0.0800. (5) The reactants are C([Li])CCC.I[C:7]1[C:12]([CH3:13])=[CH:11][CH:10]=[CH:9][C:8]=1[CH2:14][OH:15].B(OC)(OC)OC.C(=O)([O-])[O-].[Na+].[Na+].[C:29]([O:33][C:34](=[O:55])[NH:35][C:36]([C:38]1[S:39][C:40]([S:53][CH3:54])=[C:41]([S:43]([C:46]2[CH:51]=[CH:50][CH:49]=[C:48](Br)[CH:47]=2)(=[O:45])=[O:44])[CH:42]=1)=[NH:37])([CH3:32])([CH3:31])[CH3:30]. The catalyst is CCOCC.C1C=CC([P]([Pd]([P](C2C=CC=CC=2)(C2C=CC=CC=2)C2C=CC=CC=2)([P](C2C=CC=CC=2)(C2C=CC=CC=2)C2C=CC=CC=2)[P](C2C=CC=CC=2)(C2C=CC=CC=2)C2C=CC=CC=2)(C2C=CC=CC=2)C2C=CC=CC=2)=CC=1.C(OCC)(=O)C. The product is [C:29]([O:33][C:34](=[O:55])[NH:35][C:36]([C:38]1[S:39][C:40]([S:53][CH3:54])=[C:41]([S:43]([C:46]2[CH:47]=[C:48]([C:7]3[C:12]([CH3:13])=[CH:11][CH:10]=[CH:9][C:8]=3[CH2:14][OH:15])[CH:49]=[CH:50][CH:51]=2)(=[O:45])=[O:44])[CH:42]=1)=[NH:37])([CH3:32])([CH3:31])[CH3:30]. The yield is 0.740.